Predict the reactants needed to synthesize the given product. From a dataset of Full USPTO retrosynthesis dataset with 1.9M reactions from patents (1976-2016). Given the product [CH2:1]([O:3][C:4]([C:6]1([C:9]2[CH:14]=[CH:13][C:12]([C:15]3[CH:20]=[CH:19][C:18]([C:21]4[O:25][N:24]=[C:23]([CH3:26])[C:22]=4[Br:27])=[CH:17][CH:16]=3)=[CH:11][CH:10]=2)[CH2:8][CH2:7]1)=[O:5])[CH3:2], predict the reactants needed to synthesize it. The reactants are: [CH2:1]([O:3][C:4]([C:6]1([C:9]2[CH:14]=[CH:13][C:12]([C:15]3[CH:20]=[CH:19][C:18]([C:21]4[O:25][N:24]=[C:23]([CH3:26])[CH:22]=4)=[CH:17][CH:16]=3)=[CH:11][CH:10]=2)[CH2:8][CH2:7]1)=[O:5])[CH3:2].[Br:27]N1C(=O)CCC1=O.